Dataset: Peptide-MHC class II binding affinity with 134,281 pairs from IEDB. Task: Regression. Given a peptide amino acid sequence and an MHC pseudo amino acid sequence, predict their binding affinity value. This is MHC class II binding data. (1) The peptide sequence is LDKRQFELYKRTDIV. The MHC is HLA-DQA10303-DQB10402 with pseudo-sequence HLA-DQA10303-DQB10402. The binding affinity (normalized) is 0.306. (2) The peptide sequence is YDKPLANVSTVLTGK. The MHC is DRB1_0802 with pseudo-sequence DRB1_0802. The binding affinity (normalized) is 0.568. (3) The peptide sequence is WNEPTAAAIAYGLDR. The MHC is HLA-DQA10102-DQB10602 with pseudo-sequence HLA-DQA10102-DQB10602. The binding affinity (normalized) is 0.860. (4) The peptide sequence is AAYLATRGLDVVDAV. The MHC is HLA-DPA10201-DPB11401 with pseudo-sequence HLA-DPA10201-DPB11401. The binding affinity (normalized) is 0.525. (5) The peptide sequence is KSYVLEGTATAE. The MHC is DRB1_0401 with pseudo-sequence DRB1_0401. The binding affinity (normalized) is 0.473. (6) The peptide sequence is LLGQNTAAIAAIEAQ. The MHC is DRB1_0802 with pseudo-sequence DRB1_0802. The binding affinity (normalized) is 0.387. (7) The peptide sequence is TLEQDKCVTVMAPDK. The MHC is DRB1_0801 with pseudo-sequence DRB1_0801. The binding affinity (normalized) is 0. (8) The peptide sequence is TLEVHAVKPAAEEVK. The MHC is HLA-DPA10103-DPB10401 with pseudo-sequence HLA-DPA10103-DPB10401. The binding affinity (normalized) is 0.0431.